This data is from Reaction yield outcomes from USPTO patents with 853,638 reactions. The task is: Predict the reaction yield, written as a fraction of the theoretical maximum amount of product (1.0 means a 100% yield; for example, 0.34 means a 34% yield). (1) The reactants are [C:1]([NH:5][NH:6][C:7](=[O:17])[C:8]1[CH:13]=[CH:12][CH:11]=[C:10]([O:14][CH3:15])[C:9]=1[CH3:16])([CH3:4])([CH3:3])[CH3:2].[C:18]([O-:21])([O-])=[O:19].[K+].[K+].[Br:24][CH:25]([Br:44])[C:26]1[CH:27]=[C:28]([CH:32]=[CH:33][C:34]=1B1OC(C)(C)C(C)(C)O1)[C:29](Cl)=[O:30]. The catalyst is C(Cl)Cl.O. The product is [C:1]([N:5]([C:29](=[O:30])[C:28]1[CH:32]=[CH:33][C:34]([CH:18]2[O:21][C:9]([CH3:16])([CH3:10])[C:8]([CH3:13])([CH3:7])[O:19]2)=[C:26]([CH:25]([Br:44])[Br:24])[CH:27]=1)[NH:6][C:7](=[O:17])[C:8]1[CH:13]=[CH:12][CH:11]=[C:10]([O:14][CH3:15])[C:9]=1[CH3:16])([CH3:4])([CH3:3])[CH3:2]. The yield is 0.960. (2) The reactants are Br[C:2]1[CH:11]=[C:10]2[C:5]([C:6](=[O:19])[C:7]3[C:17](=[O:18])[NH:16][S:15][C:8]=3[N:9]2[CH:12]2[CH2:14][CH2:13]2)=[CH:4][C:3]=1[F:20].[C:21]([N:24]1[CH2:29][CH:28]=[C:27]([Sn](CCCC)(CCCC)CCCC)[CH2:26][CH2:25]1)(=[O:23])[CH3:22]. The catalyst is C1C=CC([P]([Pd]([P](C2C=CC=CC=2)(C2C=CC=CC=2)C2C=CC=CC=2)([P](C2C=CC=CC=2)(C2C=CC=CC=2)C2C=CC=CC=2)[P](C2C=CC=CC=2)(C2C=CC=CC=2)C2C=CC=CC=2)(C2C=CC=CC=2)C2C=CC=CC=2)=CC=1.CN(C)C=O. The product is [C:21]([N:24]1[CH2:25][CH:26]=[C:27]([C:2]2[CH:11]=[C:10]3[C:5]([C:6](=[O:19])[C:7]4[C:17](=[O:18])[NH:16][S:15][C:8]=4[N:9]3[CH:12]3[CH2:14][CH2:13]3)=[CH:4][C:3]=2[F:20])[CH2:28][CH2:29]1)(=[O:23])[CH3:22]. The yield is 0.980. (3) The product is [Cl:1][C:2]1[CH:3]=[C:4]([N:9]2[C:13]3[C:14](=[O:25])[N:15]([C:18]4[CH:23]=[CH:22][C:21]([N:35]5[CH2:34][CH2:33][CH2:32][CH2:31][C:30]5=[O:36])=[CH:20][CH:19]=4)[CH2:16][CH2:17][C:12]=3[C:11]([C:26]([F:29])([F:28])[F:27])=[N:10]2)[CH:5]=[CH:6][C:7]=1[F:8]. The catalyst is [Cu]I.C(OC(=O)C)C.O1CCOCC1. The yield is 0.800. The reactants are [Cl:1][C:2]1[CH:3]=[C:4]([N:9]2[C:13]3[C:14](=[O:25])[N:15]([C:18]4[CH:23]=[CH:22][C:21](I)=[CH:20][CH:19]=4)[CH2:16][CH2:17][C:12]=3[C:11]([C:26]([F:29])([F:28])[F:27])=[N:10]2)[CH:5]=[CH:6][C:7]=1[F:8].[C:30]1(=[O:36])[NH:35][CH2:34][CH2:33][CH2:32][CH2:31]1.NC1CCCCC1N.[O-]P([O-])([O-])=O.[K+].[K+].[K+]. (4) The reactants are [Mg].II.Br[C:5]1[CH:10]=[CH:9][C:8]([CH:11]([CH3:13])[CH3:12])=[CH:7][CH:6]=1.[CH:14]([C:16]1[C:24]2[O:23][C:22]([CH3:26])([CH3:25])[CH2:21][C:20]=2[C:19]([CH3:27])=[C:18]([NH:28][C:29](=[O:35])[CH2:30][C:31]([CH3:34])([CH3:33])[CH3:32])[C:17]=1[CH3:36])=[O:15]. The product is [OH:15][CH:14]([C:5]1[CH:10]=[CH:9][C:8]([CH:11]([CH3:13])[CH3:12])=[CH:7][CH:6]=1)[C:16]1[C:24]2[O:23][C:22]([CH3:25])([CH3:26])[CH2:21][C:20]=2[C:19]([CH3:27])=[C:18]([NH:28][C:29](=[O:35])[CH2:30][C:31]([CH3:34])([CH3:33])[CH3:32])[C:17]=1[CH3:36]. The catalyst is C1COCC1.O. The yield is 0.970. (5) The reactants are [CH3:1][C:2]1[NH:6][C:5]([C:7]([O:9][CH2:10][CH3:11])=[O:8])=[CH:4][CH:3]=1.[H-].[Na+].Br[CH2:15][C:16]#[N:17]. The catalyst is CN(C)C=O.C(OCC)(=O)C. The product is [C:16]([CH2:15][N:6]1[C:2]([CH3:1])=[CH:3][CH:4]=[C:5]1[C:7]([O:9][CH2:10][CH3:11])=[O:8])#[N:17]. The yield is 0.398. (6) The reactants are [OH:1][CH2:2][CH:3]1[CH2:7][N:6]([C@@H:8]([CH2:16][CH3:17])[C:9]([O:11][C:12]([CH3:15])([CH3:14])[CH3:13])=[O:10])[C:5](=[O:18])[CH2:4]1. The catalyst is C(Cl)Cl.N1C=CC=CC=1. The product is [C:12]([O:11][C:9]([C@@H:8]([N:6]1[C:5](=[O:18])[CH2:4][CH:3]([CH:2]=[O:1])[CH2:7]1)[CH2:16][CH3:17])=[O:10])([CH3:15])([CH3:13])[CH3:14]. The yield is 0.410.